Predict the reactants needed to synthesize the given product. From a dataset of Full USPTO retrosynthesis dataset with 1.9M reactions from patents (1976-2016). (1) Given the product [CH2:24]([C:7]1[C:6]([C:4]([OH:5])=[O:3])=[C:11]([CH3:12])[N:10]=[C:9]([NH:13][CH2:14][CH2:15][CH2:16][C:17]2[CH:22]=[CH:21][CH:20]=[C:19]([OH:23])[CH:18]=2)[N:8]=1)[CH3:25], predict the reactants needed to synthesize it. The reactants are: C([O:3][C:4]([C:6]1[C:7]([CH2:24][CH3:25])=[N:8][C:9]([NH:13][CH2:14][CH2:15][CH2:16][C:17]2[CH:22]=[CH:21][CH:20]=[C:19]([OH:23])[CH:18]=2)=[N:10][C:11]=1[CH3:12])=[O:5])C.O[Li].O. (2) The reactants are: [Cl:1][C:2]1[CH:10]=[CH:9][C:8]([C:11]2[C:12]([C@@H:23]([NH:33][C:34](=[O:52])[CH2:35][N:36]3[C:40]4[C:41]([F:46])([F:45])[C@@H:42]5[CH2:44][C@@H:43]5[C:39]=4[C:38]([C:47]([N:49](C)[CH3:50])=[O:48])=[N:37]3)[CH2:24][C:25]3[CH:30]=[C:29]([F:31])[CH:28]=[C:27]([F:32])[CH:26]=3)=[N:13][C:14]([C:17]#[C:18][C:19]([OH:22])([CH3:21])[CH3:20])=[CH:15][CH:16]=2)=[C:7]2[C:3]=1[C:4]([NH:54][S:55]([CH3:58])(=[O:57])=[O:56])=[N:5][N:6]2[CH3:53].CN. Given the product [Cl:1][C:2]1[CH:10]=[CH:9][C:8]([C:11]2[C:12]([C@@H:23]([NH:33][C:34](=[O:52])[CH2:35][N:36]3[C:40]4[C:41]([F:45])([F:46])[C@@H:42]5[CH2:44][C@@H:43]5[C:39]=4[C:38]([C:47]([NH:49][CH3:50])=[O:48])=[N:37]3)[CH2:24][C:25]3[CH:30]=[C:29]([F:31])[CH:28]=[C:27]([F:32])[CH:26]=3)=[N:13][C:14]([C:17]#[C:18][C:19]([OH:22])([CH3:20])[CH3:21])=[CH:15][CH:16]=2)=[C:7]2[C:3]=1[C:4]([NH:54][S:55]([CH3:58])(=[O:56])=[O:57])=[N:5][N:6]2[CH3:53], predict the reactants needed to synthesize it. (3) Given the product [Cl:1][C:2]1[CH:3]=[CH:4][CH:5]=[C:6]2[C:11]=1[N:10]=[CH:9][C:8]([CH3:12])=[C:7]2[C:13]1[CH:14]=[C:15]([CH:16]=[CH:17][CH:18]=1)[O:19][CH2:31][C:28]1[CH:27]=[CH:26][C:25]([CH:23]([CH3:24])[C:22]([OH:33])=[O:21])=[CH:30][CH:29]=1, predict the reactants needed to synthesize it. The reactants are: [Cl:1][C:2]1[CH:3]=[CH:4][CH:5]=[C:6]2[C:11]=1[N:10]=[CH:9][C:8]([CH3:12])=[C:7]2[C:13]1[CH:14]=[C:15]([OH:19])[CH:16]=[CH:17][CH:18]=1.C[O:21][C:22](=[O:33])[CH:23]([C:25]1[CH:30]=[CH:29][C:28]([CH2:31]Br)=[CH:27][CH:26]=1)[CH3:24]. (4) Given the product [O:4]1[CH2:5][CH2:6][N:1]([C:11]2[N:12]=[CH:13][C:14]3[C:19]([C:20]4[CH:21]=[CH:22][CH:23]=[CH:24][CH:25]=4)=[C:18]([C:26]4[CH:31]=[CH:30][C:29]([C:32]5([NH:36][C:37](=[O:43])[O:38][C:39]([CH3:41])([CH3:40])[CH3:42])[CH2:33][CH2:34][CH2:35]5)=[CH:28][CH:27]=4)[O:17][C:15]=3[N:16]=2)[CH2:2][CH2:3]1, predict the reactants needed to synthesize it. The reactants are: [NH:1]1[CH2:6][CH2:5][O:4][CH2:3][CH2:2]1.CS([C:11]1[N:12]=[CH:13][C:14]2[C:19]([C:20]3[CH:25]=[CH:24][CH:23]=[CH:22][CH:21]=3)=[C:18]([C:26]3[CH:31]=[CH:30][C:29]([C:32]4([NH:36][C:37](=[O:43])[O:38][C:39]([CH3:42])([CH3:41])[CH3:40])[CH2:35][CH2:34][CH2:33]4)=[CH:28][CH:27]=3)[O:17][C:15]=2[N:16]=1)(=O)=O. (5) Given the product [C:3]1([CH2:2][CH:27]2[C:28]3[C:23](=[CH:22][CH:21]=[CH:20][CH:19]=3)[CH2:24][CH2:17][C:18]2=[O:13])[C:12]2[C:7](=[CH:8][CH:9]=[CH:10][CH:11]=2)[CH:6]=[CH:5][CH:4]=1, predict the reactants needed to synthesize it. The reactants are: Br[CH2:2][C:3]1[C:12]2[C:7](=[CH:8][CH:9]=[CH:10][CH:11]=2)[CH:6]=[CH:5][CH:4]=1.[O:13]1[CH2:18][CH2:17]OCC1.[CH:19]1[C:28]2[C:23](=[CH:24]C=C[CH:27]=2)[CH2:22][CH2:21][C:20]=1N1CCCC1.Cl. (6) Given the product [C:9]1([S:15][C:4]2[CH:5]=[CH:6][CH:7]=[C:2]([Br:1])[CH:3]=2)[CH:14]=[CH:13][CH:12]=[CH:11][CH:10]=1, predict the reactants needed to synthesize it. The reactants are: [Br:1][C:2]1[CH:3]=[C:4](I)[CH:5]=[CH:6][CH:7]=1.[C:9]1([SH:15])[CH:14]=[CH:13][CH:12]=[CH:11][CH:10]=1.C([O-])([O-])=O.[K+].[K+].C(O)CO. (7) Given the product [F:1][C:2]1[CH:7]=[C:6]([F:8])[CH:5]=[CH:4][C:3]=1[C:9]1[CH:14]=[CH:13][C:12]([C@@H:15]([N:17]2[CH2:22][CH2:21][C@@:20]([C:23]3[CH:28]=[CH:27][C:26]([F:29])=[CH:25][CH:24]=3)([CH2:30][CH:31]([OH:32])[CH3:34])[O:19][C:18]2=[O:33])[CH3:16])=[CH:11][CH:10]=1, predict the reactants needed to synthesize it. The reactants are: [F:1][C:2]1[CH:7]=[C:6]([F:8])[CH:5]=[CH:4][C:3]=1[C:9]1[CH:14]=[CH:13][C:12]([C@@H:15]([N:17]2[CH2:22][CH2:21][C@:20]([CH2:30][CH:31]=[O:32])([C:23]3[CH:28]=[CH:27][C:26]([F:29])=[CH:25][CH:24]=3)[O:19][C:18]2=[O:33])[CH3:16])=[CH:11][CH:10]=1.[CH3:34][Mg+].[Br-]. (8) Given the product [CH3:1][CH2:2][CH2:3][CH2:4][CH2:5][CH2:6][CH2:7][CH2:8][CH2:9][CH2:10][CH2:11][CH2:12][O:13][CH2:14][CH2:15][O:16][CH2:17][CH2:18][O:19][CH2:20][CH2:21][O:22][CH2:23][CH2:24][O:25][CH2:26][CH2:27][O:28][CH2:29][CH2:30][O:31][CH2:32][CH2:33][O:34][CH2:35][CH2:36][O:37][CH2:38][CH2:39][OH:40].[C:41]([O-:46])(=[O:45])[CH:42]([CH3:44])[OH:43], predict the reactants needed to synthesize it. The reactants are: [CH3:1][CH2:2][CH2:3][CH2:4][CH2:5][CH2:6][CH2:7][CH2:8][CH2:9][CH2:10][CH2:11][CH2:12][O:13][CH2:14][CH2:15][O:16][CH2:17][CH2:18][O:19][CH2:20][CH2:21][O:22][CH2:23][CH2:24][O:25][CH2:26][CH2:27][O:28][CH2:29][CH2:30][O:31][CH2:32][CH2:33][O:34][CH2:35][CH2:36][O:37][CH2:38][CH2:39][OH:40].[C:41]([O:46]CC)(=[O:45])[CH:42]([CH3:44])[OH:43].C(=O)(O)[O-].[Na+]. (9) Given the product [CH3:22][C:12]1[CH:17]=[CH:16][CH:15]=[CH:14][C:13]=1[S:18]([NH:1][C:2]1[CH:3]=[CH:4][CH:5]=[C:6]2[C:11]=1[N:10]=[CH:9][CH:8]=[CH:7]2)(=[O:20])=[O:19], predict the reactants needed to synthesize it. The reactants are: [NH2:1][C:2]1[CH:3]=[CH:4][CH:5]=[C:6]2[C:11]=1[N:10]=[CH:9][CH:8]=[CH:7]2.[C:12]1([CH3:22])[C:13]([S:18](Cl)(=[O:20])=[O:19])=[CH:14][CH:15]=[CH:16][CH:17]=1.